From a dataset of Full USPTO retrosynthesis dataset with 1.9M reactions from patents (1976-2016). Predict the reactants needed to synthesize the given product. Given the product [NH2:1][C:2]1[C:7]([C:8]2[C:9](=[O:14])[NH:10][CH:11]=[CH:12][CH:13]=2)=[CH:6][C:5]([C:16]([CH3:17])([CH3:18])[CH3:19])=[CH:4][C:3]=1[CH2:20][CH2:21][C:22]1[CH:27]=[CH:26][C:25]([NH:28][S:29]([CH3:32])(=[O:31])=[O:30])=[CH:24][CH:23]=1, predict the reactants needed to synthesize it. The reactants are: [NH2:1][C:2]1[C:7]([C:8]2[C:9]([O:14]C)=[N:10][CH:11]=[CH:12][CH:13]=2)=[CH:6][C:5]([C:16]([CH3:19])([CH3:18])[CH3:17])=[CH:4][C:3]=1[CH2:20][CH2:21][C:22]1[CH:27]=[CH:26][C:25]([NH:28][S:29]([CH3:32])(=[O:31])=[O:30])=[CH:24][CH:23]=1.Br.C([O-])(O)=O.[Na+].